Dataset: Forward reaction prediction with 1.9M reactions from USPTO patents (1976-2016). Task: Predict the product of the given reaction. (1) Given the reactants [F:1][C:2]1([F:33])[CH2:6][CH2:5][C@@H:4]([C@@:7]([OH:32])([C:24]2[CH:29]=[CH:28][C:27]([CH:30]=[CH2:31])=[CH:26][CH:25]=2)[C:8]([O:10][CH:11]2[CH2:16][CH2:15][N:14]([C:17]([O:19][C:20]([CH3:23])([CH3:22])[CH3:21])=[O:18])[CH2:13][CH2:12]2)=[O:9])[CH2:3]1, predict the reaction product. The product is: [F:33][C:2]1([F:1])[CH2:6][CH2:5][C@@H:4]([C@@:7]([OH:32])([C:24]2[CH:29]=[CH:28][C:27]([CH2:30][CH3:31])=[CH:26][CH:25]=2)[C:8]([O:10][CH:11]2[CH2:12][CH2:13][N:14]([C:17]([O:19][C:20]([CH3:22])([CH3:23])[CH3:21])=[O:18])[CH2:15][CH2:16]2)=[O:9])[CH2:3]1. (2) Given the reactants [Cl:1][C:2]1[CH:7]=[CH:6][C:5]([C@H:8]2[N:15]3[C:11]([S:12][C:13]([C:19](O)=[O:20])=[C:14]3[CH:16]([CH3:18])[CH3:17])=[N:10][C@:9]2([C:23]2[CH:28]=[CH:27][C:26]([Cl:29])=[CH:25][CH:24]=2)[CH3:22])=[CH:4][CH:3]=1.[NH:30]1[CH2:35][CH2:34][NH:33][CH2:32][C:31]1=[O:36].Cl.CN(C)CCCN=C=NCC.ON1C2C=CC=CC=2N=N1, predict the reaction product. The product is: [Cl:1][C:2]1[CH:7]=[CH:6][C:5]([C@H:8]2[N:15]3[C:11]([S:12][C:13]([C:19]([N:33]4[CH2:34][CH2:35][NH:30][C:31](=[O:36])[CH2:32]4)=[O:20])=[C:14]3[CH:16]([CH3:18])[CH3:17])=[N:10][C@:9]2([C:23]2[CH:24]=[CH:25][C:26]([Cl:29])=[CH:27][CH:28]=2)[CH3:22])=[CH:4][CH:3]=1. (3) The product is: [CH:1]1([O:6][C:7](=[O:26])[C@@H:8]([N:15]([C:38]([O:37][C:33]([CH3:36])([CH3:35])[CH3:34])=[O:39])[CH2:16][C:17]2[CH:18]=[CH:19][C:20]([N+:23]([O-:25])=[O:24])=[CH:21][CH:22]=2)[C:9]2[CH:10]=[CH:11][CH:12]=[CH:13][CH:14]=2)[CH2:2][CH2:3][CH2:4][CH2:5]1. Given the reactants [CH:1]1([O:6][C:7](=[O:26])[C@@H:8]([NH:15][CH2:16][C:17]2[CH:22]=[CH:21][C:20]([N+:23]([O-:25])=[O:24])=[CH:19][CH:18]=2)[C:9]2[CH:14]=[CH:13][CH:12]=[CH:11][CH:10]=2)[CH2:5][CH2:4][CH2:3][CH2:2]1.C([O-])([O-])=O.[K+].[K+].[C:33]([O:37][C:38](O[C:38]([O:37][C:33]([CH3:36])([CH3:35])[CH3:34])=[O:39])=[O:39])([CH3:36])([CH3:35])[CH3:34].O, predict the reaction product. (4) Given the reactants [Cl:1][C:2]1[CH:3]=[C:4]([C:12]2[S:13][C:14]([C:17]3[C:18]([O:34][CH3:35])=[C:19]([CH2:24][CH2:25][N:26]4[CH2:29][CH:28]([C:30]([O:32]C)=[O:31])[CH2:27]4)[CH:20]=[C:21]([F:23])[CH:22]=3)=[CH:15][N:16]=2)[CH:5]=[CH:6][C:7]=1[O:8][CH:9]([CH3:11])[CH3:10].[OH-].[Na+], predict the reaction product. The product is: [Cl:1][C:2]1[CH:3]=[C:4]([C:12]2[S:13][C:14]([C:17]3[C:18]([O:34][CH3:35])=[C:19]([CH2:24][CH2:25][N:26]4[CH2:29][CH:28]([C:30]([OH:32])=[O:31])[CH2:27]4)[CH:20]=[C:21]([F:23])[CH:22]=3)=[CH:15][N:16]=2)[CH:5]=[CH:6][C:7]=1[O:8][CH:9]([CH3:10])[CH3:11]. (5) The product is: [F:1][C:2]1[CH:7]=[C:6]([CH:5]=[CH:4][C:3]=1[N:11]1[CH2:12][CH2:13][N:14]([CH2:17][CH2:18][O:19][CH3:20])[CH2:15][CH2:16]1)[NH2:8]. Given the reactants [F:1][C:2]1[CH:7]=[C:6]([N+:8]([O-])=O)[CH:5]=[CH:4][C:3]=1[N:11]1[CH2:16][CH2:15][N:14]([CH2:17][CH2:18][O:19][CH3:20])[CH2:13][CH2:12]1.[H][H], predict the reaction product. (6) Given the reactants [CH2:1]1[C:7]2=[C:8]3[C:12](=[CH:13][CH:14]=[C:6]2[O:5][CH2:4][CH2:3][N:2]1C(OC(C)(C)C)=O)[NH:11][CH:10]=[CH:9]3.[H-].[Na+].CN(C=O)C.[F:29][C:30]([F:43])([F:42])[O:31][C:32]1[CH:37]=[CH:36][CH:35]=[CH:34][C:33]=1[S:38](Cl)(=[O:40])=[O:39], predict the reaction product. The product is: [F:43][C:30]([F:29])([F:42])[O:31][C:32]1[CH:37]=[CH:36][CH:35]=[CH:34][C:33]=1[S:38]([N:11]1[C:12]2[C:8](=[C:7]3[CH2:1][NH:2][CH2:3][CH2:4][O:5][C:6]3=[CH:14][CH:13]=2)[CH:9]=[CH:10]1)(=[O:40])=[O:39]. (7) Given the reactants [Br:1][C:2]1[CH:9]=[CH:8][C:5]([CH:6]=[O:7])=[CH:4][CH:3]=1.[CH2:10](O)[CH2:11][OH:12], predict the reaction product. The product is: [Br:1][C:2]1[CH:9]=[CH:8][C:5]([CH:6]2[O:12][CH2:11][CH2:10][O:7]2)=[CH:4][CH:3]=1.